From a dataset of Catalyst prediction with 721,799 reactions and 888 catalyst types from USPTO. Predict which catalyst facilitates the given reaction. Reactant: [Cl:1][C:2]1[C:7]([S:8]([N:11]2[CH2:16][CH2:15][S:14](=[O:18])(=[O:17])[CH2:13][CH2:12]2)(=[O:10])=[O:9])=[C:6]([OH:19])[C:5]([N+:20]([O-])=O)=[CH:4][CH:3]=1.[H][H]. Product: [Cl:1][C:2]1[CH:3]=[CH:4][C:5]([NH2:20])=[C:6]([OH:19])[C:7]=1[S:8]([N:11]1[CH2:16][CH2:15][S:14](=[O:18])(=[O:17])[CH2:13][CH2:12]1)(=[O:10])=[O:9]. The catalyst class is: 45.